From a dataset of Peptide-MHC class I binding affinity with 185,985 pairs from IEDB/IMGT. Regression. Given a peptide amino acid sequence and an MHC pseudo amino acid sequence, predict their binding affinity value. This is MHC class I binding data. The peptide sequence is MLAVWNRVW. The MHC is HLA-B57:01 with pseudo-sequence HLA-B57:01. The binding affinity (normalized) is 0.720.